Predict the reactants needed to synthesize the given product. From a dataset of Full USPTO retrosynthesis dataset with 1.9M reactions from patents (1976-2016). (1) Given the product [C:39]([OH:41])(=[O:40])/[CH:38]=[CH:24]/[C:21]([OH:20])=[O:35].[CH3:27][CH:26]([CH3:28])[CH2:25][N:11]([CH2:10][C:6]1[C:5]2[S:1][CH:2]=[CH:3][C:4]=2[CH:9]=[CH:8][CH:7]=1)[CH:12]1[CH2:17][CH2:16][NH:15][CH2:14][CH2:13]1, predict the reactants needed to synthesize it. The reactants are: [S:1]1[C:5]2[C:6]([CH2:10][N:11]([CH2:25][CH:26]([CH3:28])[CH3:27])[CH:12]3[CH2:17][CH2:16][N:15](C([O:20][C:21]([CH3:24])(C)C)=O)[CH2:14][CH2:13]3)=[CH:7][CH:8]=[CH:9][C:4]=2[CH:3]=[CH:2]1.C1([O:35]C)C=CC=CC=1.F[C:38](F)(F)[C:39]([OH:41])=[O:40]. (2) Given the product [CH3:43][S:42][C:39]1[CH:38]=[CH:37][C:36]([NH:33][C:34]([N:14]2[CH2:15][CH2:16][CH2:17][CH:12]([C:6]3([CH2:18][C:19]4[CH:24]=[CH:23][CH:22]=[C:21]([Cl:25])[CH:20]=4)[C:5]4[C:9](=[CH:10][C:2]([Cl:1])=[CH:3][CH:4]=4)[NH:8][C:7]3=[O:11])[CH2:13]2)=[O:35])=[CH:41][CH:40]=1, predict the reactants needed to synthesize it. The reactants are: [Cl:1][C:2]1[CH:10]=[C:9]2[C:5]([C:6]([CH2:18][C:19]3[CH:24]=[CH:23][CH:22]=[C:21]([Cl:25])[CH:20]=3)([CH:12]3[CH2:17][CH2:16][CH2:15][NH:14][CH2:13]3)[C:7](=[O:11])[NH:8]2)=[CH:4][CH:3]=1.C(N(CC)CC)C.[N:33]([C:36]1[CH:41]=[CH:40][C:39]([S:42][CH3:43])=[CH:38][CH:37]=1)=[C:34]=[O:35].